Dataset: Catalyst prediction with 721,799 reactions and 888 catalyst types from USPTO. Task: Predict which catalyst facilitates the given reaction. Reactant: [N:1]1[CH:6]=[CH:5][CH:4]=[C:3]([S:7]([NH2:10])(=[O:9])=[O:8])[CH:2]=1.F[C:12]([F:17])(F)[C:13](O)=O.[CH3:18][N:19]([CH3:24])[CH2:20][C:21](Cl)=[O:22].[ClH:25].[C:26](=[O:29])([O-])[O-].[Na+].[Na+]. Product: [Cl:25][C:5]1[CH:4]=[C:3]([S:7]([NH2:10])(=[O:9])=[O:8])[CH:2]=[N:1][C:6]=1[O:29][CH2:26][C:12]1([F:17])[CH2:3][CH2:2][N:1]([C:21](=[O:22])[CH2:20][N:19]([CH3:24])[CH3:18])[CH2:6][CH2:13]1. The catalyst class is: 9.